This data is from Full USPTO retrosynthesis dataset with 1.9M reactions from patents (1976-2016). The task is: Predict the reactants needed to synthesize the given product. (1) Given the product [F:1][C:2]([F:13])([F:12])[C:3]([C:5]1[CH:10]=[CH:9][C:8]([N:35]2[CH2:36][CH2:37][N:32]([S:29]([C:25]3[S:24][CH:28]=[CH:27][CH:26]=3)(=[O:31])=[O:30])[CH2:33][CH2:34]2)=[CH:7][CH:6]=1)=[O:4], predict the reactants needed to synthesize it. The reactants are: [F:1][C:2]([F:13])([F:12])[C:3]([C:5]1[CH:10]=[CH:9][C:8](F)=[CH:7][CH:6]=1)=[O:4].CCN(C(C)C)C(C)C.Cl.[S:24]1[CH:28]=[CH:27][CH:26]=[C:25]1[S:29]([N:32]1[CH2:37][CH2:36][NH:35][CH2:34][CH2:33]1)(=[O:31])=[O:30]. (2) Given the product [Cl:1][C:2]1[CH:3]=[CH:4][CH:5]=[C:6]2[C:11]=1[C:10]([O:12][C@H:13]1[CH2:17][CH2:16][N:15]([C:18]([O:20][C:21]([CH3:23])([CH3:24])[CH3:22])=[O:19])[CH2:14]1)=[N:9][C:8]([C:25]1[NH:26][C:34](=[O:35])[NH:28][N:27]=1)=[CH:7]2, predict the reactants needed to synthesize it. The reactants are: [Cl:1][C:2]1[CH:3]=[CH:4][CH:5]=[C:6]2[C:11]=1[C:10]([O:12][C@H:13]1[CH2:17][CH2:16][N:15]([C:18]([O:20][C:21]([CH3:24])([CH3:23])[CH3:22])=[O:19])[CH2:14]1)=[N:9][C:8]([C:25]([NH:27][NH2:28])=[NH:26])=[CH:7]2.C1N=CN([C:34](N2C=NC=C2)=[O:35])C=1.